Dataset: Full USPTO retrosynthesis dataset with 1.9M reactions from patents (1976-2016). Task: Predict the reactants needed to synthesize the given product. Given the product [Cl:34][C:33]1[C:32]([N:35]2[CH2:44][CH2:43][C@@H:42]3[C@H:37]([O:38][CH2:39][C:40](=[O:45])[NH:41]3)[CH2:36]2)=[CH:31][C:28]([C:29]#[N:30])=[CH:27][C:26]=1[NH:25][C:2]1[N:7]=[C:6]([N:8]([CH2:18][CH3:19])[CH2:9][C:10]2[CH:15]=[CH:14][C:13]([O:16][CH3:17])=[CH:12][CH:11]=2)[C:5]2=[N:20][CH:21]=[C:22]([C:23]#[N:24])[N:4]2[N:3]=1, predict the reactants needed to synthesize it. The reactants are: Cl[C:2]1[N:7]=[C:6]([N:8]([CH2:18][CH3:19])[CH2:9][C:10]2[CH:15]=[CH:14][C:13]([O:16][CH3:17])=[CH:12][CH:11]=2)[C:5]2=[N:20][CH:21]=[C:22]([C:23]#[N:24])[N:4]2[N:3]=1.[NH2:25][C:26]1[CH:27]=[C:28]([CH:31]=[C:32]([N:35]2[CH2:44][CH2:43][C@@H:42]3[C@H:37]([O:38][CH2:39][C:40](=[O:45])[NH:41]3)[CH2:36]2)[C:33]=1[Cl:34])[C:29]#[N:30].C([O-])([O-])=O.[Cs+].[Cs+].CC1(C)C2C(=C(P(C3C=CC=CC=3)C3C=CC=CC=3)C=CC=2)OC2C(P(C3C=CC=CC=3)C3C=CC=CC=3)=CC=CC1=2.